Task: Predict the product of the given reaction.. Dataset: Forward reaction prediction with 1.9M reactions from USPTO patents (1976-2016) (1) Given the reactants Br[C:2]1[CH:20]=[CH:19][C:5]2[N:6]=[C:7]([C@H:9]3[CH2:12][C@H:11]([N:13]4[CH2:17]CC[C@H:14]4[CH3:18])[CH2:10]3)[S:8][C:4]=2[CH:3]=1.[CH3:21][N:22]1[CH:26]=[CH:25][C:24](B2OC(C)(C)C(C)(C)O2)=[N:23]1.N1C=C(B(O)O)C=NC=1, predict the reaction product. The product is: [N:13]1([C@H:11]2[CH2:10][C@H:9]([C:7]3[S:8][C:4]4[CH:3]=[C:2]([C:25]5[CH:24]=[N:23][N:22]([CH3:21])[CH:26]=5)[CH:20]=[CH:19][C:5]=4[N:6]=3)[CH2:12]2)[CH2:14][CH2:18][CH2:17]1. (2) Given the reactants [I:1][C:2]1[C:6]([CH:7]([NH2:9])[CH3:8])=[CH:5][N:4]([CH2:10][O:11][CH2:12][CH2:13][Si:14]([CH3:17])([CH3:16])[CH3:15])[N:3]=1.[Cl:18][C:19]1[CH:24]=[CH:23][C:22]([S:25](Cl)(=[O:27])=[O:26])=[CH:21][CH:20]=1.CCN(CC)CC, predict the reaction product. The product is: [Cl:18][C:19]1[CH:24]=[CH:23][C:22]([S:25]([NH:9][CH:7]([C:6]2[C:2]([I:1])=[N:3][N:4]([CH2:10][O:11][CH2:12][CH2:13][Si:14]([CH3:16])([CH3:15])[CH3:17])[CH:5]=2)[CH3:8])(=[O:27])=[O:26])=[CH:21][CH:20]=1. (3) Given the reactants OS(O)(=O)=O.[NH2:6][C:7]1[N:12]=[C:11]([C:13]([OH:15])=[O:14])[CH:10]=[CH:9][CH:8]=1.[C:16]([O-])(O)=O.[Na+], predict the reaction product. The product is: [NH2:6][C:7]1[N:12]=[C:11]([C:13]([O:15][CH3:16])=[O:14])[CH:10]=[CH:9][CH:8]=1. (4) The product is: [C:38]([OH:37])(=[O:40])[CH2:39][CH2:23][C:24]([OH:25])=[O:43].[F:1][C:2]1[CH:3]=[CH:4][C:5]2[NH:11][C:10]3[CH:12]=[CH:13][C:14]([CH3:16])=[CH:15][C:9]=3[C:8]([N:17]3[CH2:22][CH2:21][N:20]([CH3:28])[C@@H:19]([CH2:23][CH2:24][O:25][CH3:26])[CH2:18]3)=[N:7][C:6]=2[CH:27]=1. Given the reactants [F:1][C:2]1[CH:3]=[CH:4][C:5]2[NH:11][C:10]3[CH:12]=[CH:13][C:14]([CH3:16])=[CH:15][C:9]=3[C:8]([N:17]3[CH2:22][CH2:21][NH:20][C@@H:19]([CH2:23][CH2:24][O:25][CH3:26])[CH2:18]3)=[N:7][C:6]=2[CH:27]=1.[C:28](O[BH-]([O:37][C:38](=[O:40])[CH3:39])[O:37][C:38](=[O:40])[CH3:39])(=O)[CH3:28].[Na+].C=[O:43], predict the reaction product.